This data is from Forward reaction prediction with 1.9M reactions from USPTO patents (1976-2016). The task is: Predict the product of the given reaction. The product is: [Cl:16][C:4]1[N:3]=[C:2]([NH:23][C:20]2[NH:21][N:22]=[C:18]([CH3:17])[CH:19]=2)[CH:7]=[C:6]([N:8]2[CH2:11][C:10]([CH:13]3[CH2:15][CH2:14]3)([F:12])[CH2:9]2)[CH:5]=1. Given the reactants Cl[C:2]1[CH:7]=[C:6]([N:8]2[CH2:11][C:10]([CH:13]3[CH2:15][CH2:14]3)([F:12])[CH2:9]2)[CH:5]=[C:4]([Cl:16])[N:3]=1.[CH3:17][C:18]1[NH:22][N:21]=[C:20]([NH2:23])[CH:19]=1.CC1(C)C2C=CC=C(P(C3C=CC=CC=3)C3C=CC=CC=3)C=2OC2C1=CC=CC=2P(C1C=CC=CC=1)C1C=CC=CC=1.C([O-])([O-])=O.[Na+].[Na+], predict the reaction product.